Dataset: Peptide-MHC class I binding affinity with 185,985 pairs from IEDB/IMGT. Task: Regression. Given a peptide amino acid sequence and an MHC pseudo amino acid sequence, predict their binding affinity value. This is MHC class I binding data. (1) The peptide sequence is SLCFLLTQK. The MHC is HLA-A31:01 with pseudo-sequence HLA-A31:01. The binding affinity (normalized) is 0.497. (2) The peptide sequence is SFYRRTPDF. The MHC is H-2-Kb with pseudo-sequence H-2-Kb. The binding affinity (normalized) is 0.563. (3) The peptide sequence is VARLSSNSR. The MHC is Patr-A0101 with pseudo-sequence Patr-A0101. The binding affinity (normalized) is 0.115. (4) The peptide sequence is LMARRARSL. The MHC is HLA-A03:01 with pseudo-sequence HLA-A03:01. The binding affinity (normalized) is 0.213. (5) The peptide sequence is FQPQNGWFI. The MHC is H-2-Kb with pseudo-sequence H-2-Kb. The binding affinity (normalized) is 0.0258. (6) The peptide sequence is DESGLNISGY. The MHC is HLA-B40:02 with pseudo-sequence HLA-B40:02. The binding affinity (normalized) is 0. (7) The peptide sequence is IRLLTWLF. The MHC is Mamu-A07 with pseudo-sequence Mamu-A07. The binding affinity (normalized) is 0. (8) The peptide sequence is APDGFYPFK. The MHC is HLA-A02:01 with pseudo-sequence HLA-A02:01. The binding affinity (normalized) is 0.0847. (9) The peptide sequence is YLKPPTAPH. The MHC is HLA-B07:02 with pseudo-sequence HLA-B07:02. The binding affinity (normalized) is 0.378. (10) The peptide sequence is FPSTQRDYY. The MHC is HLA-B35:01 with pseudo-sequence HLA-B35:01. The binding affinity (normalized) is 0.993.